Dataset: Catalyst prediction with 721,799 reactions and 888 catalyst types from USPTO. Task: Predict which catalyst facilitates the given reaction. Reactant: [Cl:1][C:2]1[CH:3]=[C:4]([CH2:9][CH2:10][C:11]([OH:13])=[O:12])[CH:5]=[C:6]([F:8])[CH:7]=1.[CH3:14]O. Product: [Cl:1][C:2]1[CH:3]=[C:4]([CH2:9][CH2:10][C:11]([O:13][CH3:14])=[O:12])[CH:5]=[C:6]([F:8])[CH:7]=1. The catalyst class is: 308.